From a dataset of Forward reaction prediction with 1.9M reactions from USPTO patents (1976-2016). Predict the product of the given reaction. (1) Given the reactants [CH2:1]([O:8][CH:9]1[CH2:12][C:11](=[CH:13][C:14]#[N:15])[CH2:10]1)[C:2]1[CH:7]=[CH:6][CH:5]=[CH:4][CH:3]=1.[NH:16]1[CH:20]=[C:19]([C:21]2[C:22]3[CH:29]=[CH:28][N:27]([CH2:30][O:31][CH2:32][CH2:33][Si:34]([CH3:37])([CH3:36])[CH3:35])[C:23]=3[N:24]=[CH:25][N:26]=2)[CH:18]=[N:17]1.N12CCCN=C1CCCCC2, predict the reaction product. The product is: [CH2:1]([O:8][CH:9]1[CH2:12][C:11]([CH2:13][C:14]#[N:15])([N:16]2[CH:20]=[C:19]([C:21]3[C:22]4[CH:29]=[CH:28][N:27]([CH2:30][O:31][CH2:32][CH2:33][Si:34]([CH3:37])([CH3:36])[CH3:35])[C:23]=4[N:24]=[CH:25][N:26]=3)[CH:18]=[N:17]2)[CH2:10]1)[C:2]1[CH:7]=[CH:6][CH:5]=[CH:4][CH:3]=1. (2) Given the reactants [Cl:1][C:2]1[CH:3]=[C:4]([NH:16][C:17]2[C:26]3[C:21](=[CH:22][CH:23]=[CH:24][C:25]=3[O:27][CH2:28][CH2:29]O)[N:20]=[CH:19][N:18]=2)[CH:5]=[CH:6][C:7]=1[O:8][CH2:9][C:10]1[CH:15]=[CH:14][CH:13]=[CH:12][N:11]=1.S(Cl)([Cl:33])=O, predict the reaction product. The product is: [Cl:33][CH2:29][CH2:28][O:27][C:25]1[CH:24]=[CH:23][CH:22]=[C:21]2[C:26]=1[C:17]([NH:16][C:4]1[CH:5]=[CH:6][C:7]([O:8][CH2:9][C:10]3[CH:15]=[CH:14][CH:13]=[CH:12][N:11]=3)=[C:2]([Cl:1])[CH:3]=1)=[N:18][CH:19]=[N:20]2. (3) Given the reactants [CH3:1][N:2]([CH2:12][CH2:13][O:14][C:15]1[CH:22]=[CH:21][C:18]([CH:19]=O)=[CH:17][CH:16]=1)[C:3]1[O:4][C:5]2[CH:11]=[CH:10][CH:9]=[CH:8][C:6]=2[N:7]=1.[S:23]1[CH2:27][C:26](=[O:28])[NH:25][C:24]1=[O:29].C([O-])(=O)C.[NH2+]1CCCCC1, predict the reaction product. The product is: [CH3:1][N:2]([CH2:12][CH2:13][O:14][C:15]1[CH:22]=[CH:21][C:18]([CH:19]=[C:27]2[S:23][C:24](=[O:29])[NH:25][C:26]2=[O:28])=[CH:17][CH:16]=1)[C:3]1[O:4][C:5]2[CH:11]=[CH:10][CH:9]=[CH:8][C:6]=2[N:7]=1. (4) Given the reactants [Cl:1][C:2]1[CH:7]=[CH:6][C:5]([CH2:8][CH2:9]O)=[CH:4][CH:3]=1.P(Br)(Br)[Br:12], predict the reaction product. The product is: [Cl:1][C:2]1[CH:7]=[CH:6][C:5]([CH2:8][CH2:9][Br:12])=[CH:4][CH:3]=1. (5) Given the reactants [Cl:1][C:2]1[CH:3]=[C:4]2[C:9](=[CH:10][CH:11]=1)[CH:8]=[C:7]([S:12]([N:15]([CH3:27])[C@H:16]1[CH2:20][CH2:19][N:18]([C@@H:21]([CH3:25])[C:22](O)=[O:23])[C:17]1=[O:26])(=[O:14])=[O:13])[CH:6]=[CH:5]2.Cl.CN(C)CCCN=C=NCC.[CH:40]1[CH:41]=[CH:42]C2N(O)N=[N:46][C:44]=2[CH:45]=1.N1CCCCC1, predict the reaction product. The product is: [Cl:1][C:2]1[CH:3]=[C:4]2[C:9](=[CH:10][CH:11]=1)[CH:8]=[C:7]([S:12]([N:15]([CH3:27])[C@H:16]1[CH2:20][CH2:19][N:18]([C@@H:21]([CH3:25])[C:22](=[O:23])[N:46]3[CH2:42][CH2:41][CH2:40][CH2:45][CH2:44]3)[C:17]1=[O:26])(=[O:13])=[O:14])[CH:6]=[CH:5]2. (6) Given the reactants [Cl:1][C:2]1[N:7]=[C:6]([CH2:8][C:9]([C:11]2[CH:16]=[CH:15][CH:14]=[C:13]([O:17][CH2:18][C:19]3[CH:24]=[CH:23][C:22]([O:25][CH3:26])=[CH:21][CH:20]=3)[CH:12]=2)=O)[CH:5]=[CH:4][N:3]=1.[CH2:27]([NH:29][C:30]([NH2:32])=[S:31])[CH3:28], predict the reaction product. The product is: [Cl:1][C:2]1[N:7]=[C:6]([C:8]2[S:31][C:30]([NH:29][CH2:27][CH3:28])=[N:32][C:9]=2[C:11]2[CH:16]=[CH:15][CH:14]=[C:13]([O:17][CH2:18][C:19]3[CH:24]=[CH:23][C:22]([O:25][CH3:26])=[CH:21][CH:20]=3)[CH:12]=2)[CH:5]=[CH:4][N:3]=1. (7) Given the reactants [CH3:1][C:2]1[C:6]([CH2:7][OH:8])=[CH:5][N:4]([C:9]2[CH:14]=[CH:13][C:12]([C:15]([F:18])([F:17])[F:16])=[CH:11][N:10]=2)[N:3]=1.O[C:20]1[CH:33]=[CH:32][C:23]([O:24][C:25]([CH3:31])([CH3:30])[C:26]([O:28]C)=[O:27])=[CH:22][CH:21]=1.C1(P(C2C=CC=CC=2)C2C=CC=CC=2)C=CC=CC=1.N(C(OCC)=O)=NC(OCC)=O, predict the reaction product. The product is: [CH3:31][C:25]([O:24][C:23]1[CH:32]=[CH:33][C:20]([O:8][CH2:7][C:6]2[C:2]([CH3:1])=[N:3][N:4]([C:9]3[CH:14]=[CH:13][C:12]([C:15]([F:18])([F:16])[F:17])=[CH:11][N:10]=3)[CH:5]=2)=[CH:21][CH:22]=1)([CH3:30])[C:26]([OH:28])=[O:27].